The task is: Predict the product of the given reaction.. This data is from Forward reaction prediction with 1.9M reactions from USPTO patents (1976-2016). Given the reactants [H-].[Na+].[CH3:3][O:4][C:5]1[CH:6]=[C:7]([CH:10]=[CH:11][C:12]=1[O:13][CH3:14])[CH2:8][OH:9].[F:15][C:16]1[CH:23]=[CH:22][CH:21]=[C:20](F)[C:17]=1[C:18]#[N:19], predict the reaction product. The product is: [CH3:3][O:4][C:5]1[CH:6]=[C:7]([CH:10]=[CH:11][C:12]=1[O:13][CH3:14])[CH2:8][O:9][C:20]1[CH:21]=[CH:22][CH:23]=[C:16]([F:15])[C:17]=1[C:18]#[N:19].